From a dataset of Forward reaction prediction with 1.9M reactions from USPTO patents (1976-2016). Predict the product of the given reaction. (1) Given the reactants [Si]([O:18][C:19]1[CH:59]=[CH:58][C:22]([O:23][CH2:24][C@@H:25]([OH:57])[CH2:26][NH:27][CH2:28][CH2:29][C:30]2[CH:56]=[CH:55][C:33]([NH:34][CH:35]3[CH2:40][CH2:39][N:38](C(NC(NCCCCCCCC)=O)=O)[CH2:37][CH2:36]3)=[CH:32][CH:31]=2)=[CH:21][C:20]=1[F:60])(C(C)(C)C)(C1C=CC=CC=1)C1C=CC=CC=1.C(Cl)(Cl)Cl.[CH3:65][OH:66], predict the reaction product. The product is: [CH2:28]([NH:27][C:65]([N:38]1[CH2:39][CH2:40][CH:35]([NH:34][C:33]2[CH:55]=[CH:56][C:30]([CH2:29][CH2:28][NH:27][CH2:26][C@H:25]([OH:57])[CH2:24][O:23][C:22]3[CH:58]=[CH:59][C:19]([OH:18])=[C:20]([F:60])[CH:21]=3)=[CH:31][CH:32]=2)[CH2:36][CH2:37]1)=[O:66])[CH2:29][CH2:30][CH2:31][CH2:32][CH2:33][CH2:55][CH3:56]. (2) Given the reactants Cl.[CH3:2][O:3][C@H:4]1[C@@H:9]([NH:10][C:11](=[O:20])[O:12][CH2:13][C:14]2[CH:19]=[CH:18][CH:17]=[CH:16][CH:15]=2)[CH2:8][CH2:7][NH:6][CH2:5]1.Cl[C:22]1[CH:27]=[C:26]([CH3:28])[N:25]=[CH:24][N:23]=1.C(N(C(C)C)CC)(C)C, predict the reaction product. The product is: [CH3:2][O:3][C@H:4]1[C@@H:9]([NH:10][C:11](=[O:20])[O:12][CH2:13][C:14]2[CH:19]=[CH:18][CH:17]=[CH:16][CH:15]=2)[CH2:8][CH2:7][N:6]([C:22]2[CH:27]=[C:26]([CH3:28])[N:25]=[CH:24][N:23]=2)[CH2:5]1. (3) Given the reactants I[CH2:2][CH2:3][C@H:4]1[CH2:6][C@H:5]1[CH:7]1[CH2:12][CH2:11][N:10]([C:13]([O:15][C:16]([CH3:19])([CH3:18])[CH3:17])=[O:14])[CH2:9][CH2:8]1.[OH:20][C:21]1[CH:37]=[CH:36][C:24]([CH2:25][NH:26][C:27]2[N:32]=[C:31]([CH3:33])[N:30]=[C:29]([C:34]#[N:35])[CH:28]=2)=[CH:23][CH:22]=1.[H-].[Na+].[CH3:40]N(C=O)C, predict the reaction product. The product is: [C:34]([C:29]1[N:30]=[C:31]([CH3:33])[N:32]=[C:27]([N:26]([CH2:25][C:24]2[CH:23]=[CH:22][C:21]([O:20][CH3:40])=[CH:37][CH:36]=2)[CH2:2][CH2:3][C@H:4]2[CH2:6][C@H:5]2[CH:7]2[CH2:12][CH2:11][N:10]([C:13]([O:15][C:16]([CH3:19])([CH3:18])[CH3:17])=[O:14])[CH2:9][CH2:8]2)[CH:28]=1)#[N:35]. (4) Given the reactants Br[C:2]1[CH:7]=[N:6][CH:5]=[C:4]([C:8]2[CH:13]=[CH:12][C:11]([C:14]([F:17])([F:16])[F:15])=[CH:10][CH:9]=2)[N:3]=1.C(N(CC)C(C)C)(C)C.[CH3:27][O:28][CH2:29][CH2:30][NH:31][CH2:32][C:33]1[CH:45]=[CH:44][C:36]([O:37][CH2:38][C:39]([O:41][CH2:42][CH3:43])=[O:40])=[C:35]([CH3:46])[CH:34]=1, predict the reaction product. The product is: [CH3:27][O:28][CH2:29][CH2:30][N:31]([CH2:32][C:33]1[CH:45]=[CH:44][C:36]([O:37][CH2:38][C:39]([O:41][CH2:42][CH3:43])=[O:40])=[C:35]([CH3:46])[CH:34]=1)[C:2]1[CH:7]=[N:6][CH:5]=[C:4]([C:8]2[CH:13]=[CH:12][C:11]([C:14]([F:17])([F:16])[F:15])=[CH:10][CH:9]=2)[N:3]=1.